This data is from Forward reaction prediction with 1.9M reactions from USPTO patents (1976-2016). The task is: Predict the product of the given reaction. (1) Given the reactants I[C:2]1[C:10]2[C:5](=[CH:6][CH:7]=[C:8]([C:11]3[O:15][C:14]([NH:16][CH3:17])=[N:13][N:12]=3)[CH:9]=2)[N:4]([S:18]([C:21]2[CH:27]=[CH:26][C:24]([CH3:25])=[CH:23][CH:22]=2)(=[O:20])=[O:19])[CH:3]=1.[CH:28]([O:31][C:32]1[CH:37]=[CH:36][CH:35]=[C:34](B2OC(C)(C)C(C)(C)O2)[N:33]=1)([CH3:30])[CH3:29].C1(P(C2CCCCC2)C2C=CC=CC=2C2C(C(C)C)=CC(C(C)C)=CC=2C(C)C)CCCCC1.P([O-])([O-])([O-])=O.[K+].[K+].[K+], predict the reaction product. The product is: [CH:28]([O:31][C:32]1[N:33]=[C:34]([C:2]2[C:10]3[C:5](=[CH:6][CH:7]=[C:8]([C:11]4[O:15][C:14]([NH:16][CH3:17])=[N:13][N:12]=4)[CH:9]=3)[N:4]([S:18]([C:21]3[CH:27]=[CH:26][C:24]([CH3:25])=[CH:23][CH:22]=3)(=[O:19])=[O:20])[CH:3]=2)[CH:35]=[CH:36][CH:37]=1)([CH3:30])[CH3:29]. (2) The product is: [F:27][C:28]1[CH:33]=[C:32]([O:34][C:35]2[CH:40]=[CH:39][N:38]=[C:37]([NH:41][C:42]([N:44]3[CH2:48][CH2:47][C@@H:46]([OH:49])[CH2:45]3)=[O:43])[CH:36]=2)[C:31]([F:50])=[CH:30][C:29]=1[NH:51][C:52]([C:54]1([C:57]([NH:65][C:64]2[CH:66]=[CH:67][C:61]([F:60])=[CH:62][CH:63]=2)=[O:58])[CH2:56][CH2:55]1)=[O:53]. Given the reactants O.[Cl-].COC1N=C(OC)N=C([N+]2(C)CCOCC2)N=1.C(N(CC)CC)C.[F:27][C:28]1[CH:33]=[C:32]([O:34][C:35]2[CH:40]=[CH:39][N:38]=[C:37]([NH:41][C:42]([N:44]3[CH2:48][CH2:47][C@@H:46]([OH:49])[CH2:45]3)=[O:43])[CH:36]=2)[C:31]([F:50])=[CH:30][C:29]=1[NH:51][C:52]([C:54]1([C:57](O)=[O:58])[CH2:56][CH2:55]1)=[O:53].[F:60][C:61]1[CH:67]=[CH:66][C:64]([NH2:65])=[CH:63][CH:62]=1.C(=O)([O-])O.[Na+], predict the reaction product. (3) Given the reactants [CH3:1][O:2][CH2:3][O:4][C:5]1[CH:10]=[CH:9][C:8](/[C:11](=[C:15](\[C:18]2[CH:23]=[CH:22][CH:21]=[CH:20][CH:19]=2)/[CH2:16][CH3:17])/[C:12](O)=[O:13])=[CH:7][CH:6]=1.[NH2:24][C:25]1[CH:30]=[CH:29][C:28]([OH:31])=[CH:27][CH:26]=1.C(N(CC)C(C)C)(C)C, predict the reaction product. The product is: [OH:31][C:28]1[CH:29]=[CH:30][C:25]([NH:24][C:12](=[O:13])/[C:11](/[C:8]2[CH:7]=[CH:6][C:5]([O:4][CH2:3][O:2][CH3:1])=[CH:10][CH:9]=2)=[C:15](/[C:18]2[CH:23]=[CH:22][CH:21]=[CH:20][CH:19]=2)\[CH2:16][CH3:17])=[CH:26][CH:27]=1. (4) Given the reactants F[P:2](F)([C:17]([F:23])([F:22])[C:18]([F:21])([F:20])[F:19])([C:10]([F:16])([F:15])[C:11]([F:14])([F:13])[F:12])[C:3]([F:9])([F:8])[C:4]([F:7])([F:6])[F:5].[BH4-].[Na+], predict the reaction product. The product is: [F:9][C:3]([P:2]([C:10]([F:15])([F:16])[C:11]([F:12])([F:13])[F:14])[C:17]([F:23])([F:22])[C:18]([F:21])([F:20])[F:19])([F:8])[C:4]([F:7])([F:6])[F:5].